This data is from Full USPTO retrosynthesis dataset with 1.9M reactions from patents (1976-2016). The task is: Predict the reactants needed to synthesize the given product. (1) Given the product [F:14][C:8]1[CH:9]=[CH:10][CH:11]=[C:12]2[C:7]=1[N:6]([C:15]([O:17][C:18]([CH3:21])([CH3:20])[CH3:19])=[O:16])[C:5]([S:2]([N:50]1[CH2:51][CH2:52][CH2:53][C@@H:48]([C:39]3[C:40]([N:42]([CH3:47])[S:43]([CH3:46])(=[O:44])=[O:45])=[CH:41][C:31]4[O:30][C:29]([C:26]5[CH:25]=[CH:24][C:23]([F:22])=[CH:28][CH:27]=5)=[C:33]([C:34](=[O:35])[NH:36][CH3:37])[C:32]=4[CH:38]=3)[CH2:49]1)(=[O:4])=[O:3])=[CH:13]2, predict the reactants needed to synthesize it. The reactants are: Cl[S:2]([C:5]1[N:6]([C:15]([O:17][C:18]([CH3:21])([CH3:20])[CH3:19])=[O:16])[C:7]2[C:12]([CH:13]=1)=[CH:11][CH:10]=[CH:9][C:8]=2[F:14])(=[O:4])=[O:3].[F:22][C:23]1[CH:28]=[CH:27][C:26]([C:29]2[O:30][C:31]3[CH:41]=[C:40]([N:42]([CH3:47])[S:43]([CH3:46])(=[O:45])=[O:44])[C:39]([C@@H:48]4[CH2:53][CH2:52][CH2:51][NH:50][CH2:49]4)=[CH:38][C:32]=3[C:33]=2[C:34]([NH:36][CH3:37])=[O:35])=[CH:25][CH:24]=1. (2) Given the product [CH:20]1([CH2:19][NH:18][C:9]2[CH:10]=[C:11]([C:14]([F:17])([F:16])[F:15])[CH:12]=[CH:13][C:8]=2[C:4]2[N:5]=[CH:6][N:7]=[C:2]([NH:23][C:24]3[CH:32]=[CH:31][CH:30]=[C:29]4[C:25]=3[CH2:26][CH:27]([OH:33])[CH2:28]4)[CH:3]=2)[CH2:22][CH2:21]1, predict the reactants needed to synthesize it. The reactants are: Cl[C:2]1[N:7]=[CH:6][N:5]=[C:4]([C:8]2[CH:13]=[CH:12][C:11]([C:14]([F:17])([F:16])[F:15])=[CH:10][C:9]=2[NH:18][CH2:19][CH:20]2[CH2:22][CH2:21]2)[CH:3]=1.[NH2:23][C:24]1[CH:32]=[CH:31][CH:30]=[C:29]2[C:25]=1[CH2:26][CH:27]([OH:33])[CH2:28]2. (3) Given the product [O:1]1[C:9]2[CH:8]=[CH:7][N:6]=[C:5]([N:10]3[CH2:15][CH2:14][N:13]([CH2:16][CH2:17][C@H:18]4[CH2:23][CH2:22][C@H:21]([NH:24][C:34](=[O:35])[CH:33]([OH:37])[C:32]([F:39])([F:38])[F:31])[CH2:20][CH2:19]4)[CH2:12][CH2:11]3)[C:4]=2[CH2:3][CH2:2]1, predict the reactants needed to synthesize it. The reactants are: [O:1]1[C:9]2[CH:8]=[CH:7][N:6]=[C:5]([N:10]3[CH2:15][CH2:14][N:13]([CH2:16][CH2:17][C@H:18]4[CH2:23][CH2:22][C@H:21]([NH:24]C(=O)C/C=C/C)[CH2:20][CH2:19]4)[CH2:12][CH2:11]3)[C:4]=2[CH2:3][CH2:2]1.[F:31][C:32]([F:39])([F:38])[CH:33]([OH:37])[C:34](O)=[O:35]. (4) Given the product [CH2:1]([O:8][C:9]1[CH:24]=[C:23]([N:25]([CH2:31][C:32]2[CH:33]=[CH:34][C:35]([CH:38]3[CH2:43][CH2:42][CH2:41][CH2:40][CH2:39]3)=[CH:36][CH:37]=2)[C:26](=[O:30])[CH2:27][N:28]([CH3:29])[S:52]([C:49]2[CH:48]=[CH:47][C:46]([C:44]#[N:45])=[CH:51][CH:50]=2)(=[O:54])=[O:53])[CH:22]=[CH:21][C:10]=1[C:11]([O:13][CH2:14][C:15]1[CH:20]=[CH:19][CH:18]=[CH:17][CH:16]=1)=[O:12])[C:2]1[CH:3]=[CH:4][CH:5]=[CH:6][CH:7]=1, predict the reactants needed to synthesize it. The reactants are: [CH2:1]([O:8][C:9]1[CH:24]=[C:23]([N:25]([CH2:31][C:32]2[CH:37]=[CH:36][C:35]([CH:38]3[CH2:43][CH2:42][CH2:41][CH2:40][CH2:39]3)=[CH:34][CH:33]=2)[C:26](=[O:30])[CH2:27][NH:28][CH3:29])[CH:22]=[CH:21][C:10]=1[C:11]([O:13][CH2:14][C:15]1[CH:20]=[CH:19][CH:18]=[CH:17][CH:16]=1)=[O:12])[C:2]1[CH:7]=[CH:6][CH:5]=[CH:4][CH:3]=1.[C:44]([C:46]1[CH:51]=[CH:50][C:49]([S:52](Cl)(=[O:54])=[O:53])=[CH:48][CH:47]=1)#[N:45]. (5) Given the product [F:35][CH:2]([F:1])[C:3]1[CH:8]=[CH:7][N:6]=[C:5]([NH:9][C:10]2[N:15]=[C:14]([C:16]3[CH:17]=[N:18][C:19]([C@@:22]([C@H:25]4[CH2:30][CH2:29][C@H:28]([C:31]([O:33][CH:45]([O:47][C:48](=[O:55])[N:49]([CH2:51][CH2:52][O:53][CH3:54])[CH3:50])[CH3:46])=[O:32])[CH2:27][CH2:26]4)([OH:24])[CH3:23])=[CH:20][CH:21]=3)[CH:13]=[C:12]([CH3:34])[CH:11]=2)[CH:4]=1, predict the reactants needed to synthesize it. The reactants are: [F:1][CH:2]([F:35])[C:3]1[CH:8]=[CH:7][N:6]=[C:5]([NH:9][C:10]2[N:15]=[C:14]([C:16]3[CH:17]=[N:18][C:19]([C@@:22]([C@H:25]4[CH2:30][CH2:29][C@H:28]([C:31]([OH:33])=[O:32])[CH2:27][CH2:26]4)([OH:24])[CH3:23])=[CH:20][CH:21]=3)[CH:13]=[C:12]([CH3:34])[CH:11]=2)[CH:4]=1.C(=O)([O-])[O-].[K+].[K+].[I-].[Na+].Cl[CH:45]([O:47][C:48](=[O:55])[N:49]([CH2:51][CH2:52][O:53][CH3:54])[CH3:50])[CH3:46].